Dataset: Peptide-MHC class II binding affinity with 134,281 pairs from IEDB. Task: Regression. Given a peptide amino acid sequence and an MHC pseudo amino acid sequence, predict their binding affinity value. This is MHC class II binding data. The peptide sequence is QNSSFIIDGPNTPEC. The MHC is DRB1_1101 with pseudo-sequence DRB1_1101. The binding affinity (normalized) is 0.192.